Dataset: Catalyst prediction with 721,799 reactions and 888 catalyst types from USPTO. Task: Predict which catalyst facilitates the given reaction. (1) Reactant: Cl.[NH2:2][CH2:3][CH2:4][N:5]([CH3:33])[CH2:6][CH2:7][NH:8][C:9](=[O:32])[CH2:10][C:11]1[C:19]2[C:14](=[CH:15][CH:16]=[C:17]([O:20][CH3:21])[CH:18]=2)[N:13]([C:22](=[O:30])[C:23]2[CH:28]=[CH:27][C:26]([Cl:29])=[CH:25][CH:24]=2)[C:12]=1[CH3:31].CN(C(ON1N=N[C:44]2[CH:45]=[CH:46][CH:47]=N[C:43]1=2)=[N+](C)C)C.F[P-](F)(F)(F)(F)F.[CH3:58][C:59](N(C)C)=[O:60]. Product: [Cl:29][C:26]1[CH:27]=[CH:28][C:23]([C:22]([N:13]2[C:14]3[C:19](=[CH:18][C:17]([O:20][CH3:21])=[CH:16][CH:15]=3)[C:11]([CH2:10][C:9]([NH:8][CH2:7][CH2:6][N:5]([CH3:33])[CH2:4][CH2:3][NH:2][C:59](=[O:60])[CH2:58][CH2:43]/[CH:44]=[CH:45]\[CH2:46]/[CH:47]=[CH:43]\[CH2:44]/[CH:45]=[CH:46]\[CH2:47]/[CH:9]=[CH:10]\[CH2:11]/[CH:12]=[CH:31]\[CH2:47]/[CH:46]=[CH:45]\[CH2:44][CH3:43])=[O:32])=[C:12]2[CH3:31])=[O:30])=[CH:24][CH:25]=1. The catalyst class is: 210. (2) Reactant: C[O:2][C:3]([C:5]1([C:8]2[CH:13]=[CH:12][C:11]([C:14]3[CH:19]=[CH:18][C:17]([C:20]4[N:21]([CH3:38])[N:22]=[C:23]([CH3:37])[C:24]=4[NH:25][C:26]([O:28][C@@H:29]([C:31]4[CH:36]=[CH:35][CH:34]=[CH:33][CH:32]=4)[CH3:30])=[O:27])=[CH:16][CH:15]=3)=[CH:10][CH:9]=2)[CH2:7][CH2:6]1)=[O:4].[Li+].[OH-]. Product: [CH3:38][N:21]1[C:20]([C:17]2[CH:18]=[CH:19][C:14]([C:11]3[CH:10]=[CH:9][C:8]([C:5]4([C:3]([OH:4])=[O:2])[CH2:7][CH2:6]4)=[CH:13][CH:12]=3)=[CH:15][CH:16]=2)=[C:24]([NH:25][C:26]([O:28][C@@H:29]([C:31]2[CH:36]=[CH:35][CH:34]=[CH:33][CH:32]=2)[CH3:30])=[O:27])[C:23]([CH3:37])=[N:22]1. The catalyst class is: 20. (3) Reactant: [C:9](O[C:9]([O:11][C:12]([CH3:15])([CH3:14])[CH3:13])=[O:10])([O:11][C:12]([CH3:15])([CH3:14])[CH3:13])=[O:10].[NH2:16][C:17]1[NH:21][N:20]=[CH:19][C:18]=1[C:22]1[S:23][CH:24]=[CH:25][CH:26]=1.C(Cl)Cl. Product: [NH2:16][C:17]1[C:18]([C:22]2[S:23][CH:24]=[CH:25][CH:26]=2)=[CH:19][N:20]([C:9]([O:11][C:12]([CH3:13])([CH3:14])[CH3:15])=[O:10])[N:21]=1. The catalyst class is: 1. (4) Product: [CH3:1][O:2][C:3]1([C:17]2[CH:18]=[CH:19][CH:20]=[CH:21][CH:22]=2)[O:7][C:6](=[O:8])[CH:5]([CH:9]([C:10]([N:30]2[CH2:31][CH2:32][CH2:33][C@H:29]2[C:28]([O:27][C:23]([CH3:26])([CH3:24])[CH3:25])=[O:34])=[O:11])[CH2:13][CH2:14][CH2:15][CH3:16])[O:4]1. The catalyst class is: 39. Reactant: [CH3:1][O:2][C:3]1([C:17]2[CH:22]=[CH:21][CH:20]=[CH:19][CH:18]=2)[O:7][C:6](=[O:8])[CH:5]([CH:9]([CH2:13][CH2:14][CH2:15][CH3:16])[C:10](O)=[O:11])[O:4]1.[C:23]([O:27][C:28](=[O:34])[C@@H:29]1[CH2:33][CH2:32][CH2:31][NH:30]1)([CH3:26])([CH3:25])[CH3:24].CCN(C(C)C)C(C)C.C1CN([P+](ON2N=NC3C=CC=CC2=3)(N2CCCC2)N2CCCC2)CC1.F[P-](F)(F)(F)(F)F. (5) Reactant: C([BH-](CC)CC)C.[Li+].ClC1C=C(C=CC=1)[O:13][CH2:14][C@@H:15]1[N:19]([CH3:20])[C:18](=[O:21])[CH2:17][C@@H:16]1[C:22]1[CH:27]=[CH:26][CH:25]=[CH:24][CH:23]=1.C([C@@H]1N(C)C(=O)C[C@@H]1C1C=CC=CC=1)=[O:32].[C:46]1([C:52]2[S:53][CH:54]=[CH:55][CH:56]=2)[CH:51]=[CH:50][CH:49]=[CH:48][CH:47]=1.[Li]CCCC.N1CCCC1=O.CCCC[N+](CCCC)(CCCC)CCCC.[F-]. Product: [OH:13][C@H:14]([C:54]1[S:53][C:52]([C:46]2[CH:47]=[CH:48][CH:49]=[CH:50][CH:51]=2)=[CH:56][CH:55]=1)[C@@H:15]1[N:19]([CH3:20])[C:18](=[O:21])[CH2:17][C@@H:16]1[C:22]1[CH:23]=[CH:24][C:25]([OH:32])=[CH:26][CH:27]=1. The catalyst class is: 20.